Dataset: Peptide-MHC class II binding affinity with 134,281 pairs from IEDB. Task: Regression. Given a peptide amino acid sequence and an MHC pseudo amino acid sequence, predict their binding affinity value. This is MHC class II binding data. (1) The peptide sequence is ALIAAFSIRPGLLIG. The MHC is HLA-DQA10601-DQB10402 with pseudo-sequence HLA-DQA10601-DQB10402. The binding affinity (normalized) is 1.00. (2) The peptide sequence is SSIIFGAFPSLHSGCC. The MHC is DRB1_0802 with pseudo-sequence DRB1_0802. The binding affinity (normalized) is 0. (3) The MHC is HLA-DPA10201-DPB10501 with pseudo-sequence HLA-DPA10201-DPB10501. The peptide sequence is PANDKFTVFEAAFNN. The binding affinity (normalized) is 0.458. (4) The peptide sequence is KIPKKASEGAVDIIN. The MHC is HLA-DPA10103-DPB10401 with pseudo-sequence HLA-DPA10103-DPB10401. The binding affinity (normalized) is 0.0872.